This data is from Reaction yield outcomes from USPTO patents with 853,638 reactions. The task is: Predict the reaction yield, written as a fraction of the theoretical maximum amount of product (1.0 means a 100% yield; for example, 0.34 means a 34% yield). The reactants are [Cl:1][C:2]1[CH:7]=[CH:6][C:5]([S:8](Cl)(=[O:10])=[O:9])=[CH:4][C:3]=1[N+:12]([O-:14])=[O:13].[CH3:15][N:16]1[CH2:21][CH2:20][NH:19][CH2:18][CH2:17]1.C(N(CC)CC)C. The catalyst is C(Cl)Cl. The product is [Cl:1][C:2]1[CH:7]=[CH:6][C:5]([S:8]([N:19]2[CH2:20][CH2:21][N:16]([CH3:15])[CH2:17][CH2:18]2)(=[O:10])=[O:9])=[CH:4][C:3]=1[N+:12]([O-:14])=[O:13]. The yield is 0.580.